This data is from Reaction yield outcomes from USPTO patents with 853,638 reactions. The task is: Predict the reaction yield, written as a fraction of the theoretical maximum amount of product (1.0 means a 100% yield; for example, 0.34 means a 34% yield). (1) The product is [CH2:1]([C:4]1[CH:5]=[C:6]2[C:10](=[CH:11][CH:12]=1)[NH:9][C:8](=[O:13])[CH2:7]2)[CH3:2]. The catalyst is FC(F)(F)C(O)=O. The reactants are [C:1]([C:4]1[CH:5]=[C:6]2[C:10](=[CH:11][CH:12]=1)[NH:9][C:8](=[O:13])[CH2:7]2)(=O)[CH3:2].C([SiH](CC)CC)C. The yield is 0.710. (2) The reactants are [C:1]([O:5][C:6]([N:8]1[CH2:13][CH:12]=[C:11](OS(C(F)(F)F)(=O)=O)[CH2:10][CH2:9]1)=[O:7])([CH3:4])([CH3:3])[CH3:2].[Br-].[CH3:23][C:24]1[C:25]([Zn+])=[N:26][CH:27]=[CH:28][CH:29]=1. The catalyst is O1CCCC1.[Pd].C1(P(C2C=CC=CC=2)C2C=CC=CC=2)C=CC=CC=1.C1(P(C2C=CC=CC=2)C2C=CC=CC=2)C=CC=CC=1.C1(P(C2C=CC=CC=2)C2C=CC=CC=2)C=CC=CC=1.C1(P(C2C=CC=CC=2)C2C=CC=CC=2)C=CC=CC=1. The product is [CH3:23][C:24]1[C:25]([C:11]2[CH2:10][CH2:9][N:8]([C:6]([O:5][C:1]([CH3:4])([CH3:3])[CH3:2])=[O:7])[CH2:13][CH:12]=2)=[N:26][CH:27]=[CH:28][CH:29]=1. The yield is 0.820. (3) The reactants are [F:1][CH:2]([F:26])[O:3][C:4]1[CH:5]=[C:6]([CH:14]([C:16]2[C:24]3[C:19](=[N:20][CH:21]=[C:22]([Br:25])[CH:23]=3)[NH:18][CH:17]=2)[OH:15])[CH:7]=[C:8]([O:10][CH:11]([F:13])[F:12])[CH:9]=1.CC(OI1(OC(C)=O)(OC(C)=O)OC(=O)C2C=CC=CC1=2)=O. The catalyst is O1CCCC1. The product is [F:13][CH:11]([F:12])[O:10][C:8]1[CH:7]=[C:6]([C:14]([C:16]2[C:24]3[C:19](=[N:20][CH:21]=[C:22]([Br:25])[CH:23]=3)[NH:18][CH:17]=2)=[O:15])[CH:5]=[C:4]([O:3][CH:2]([F:26])[F:1])[CH:9]=1. The yield is 0.930. (4) The reactants are [Cl:1][C:2]1[CH:22]=[CH:21][C:5]2[NH:6][C:7](=[O:20])[CH:8]([CH2:12][C:13]3[CH:18]=[CH:17][CH:16]=[CH:15][C:14]=3[Cl:19])[NH:9][C:10](=[O:11])[C:4]=2[CH:3]=1.C(=O)([O-])[O-].[K+].[K+].[CH3:29][O:30][C:31]1[CH:38]=[CH:37][C:34]([CH2:35]Cl)=[CH:33][CH:32]=1.O. The catalyst is CN(C)C=O.C(OCC)(=O)C. The product is [Cl:1][C:2]1[CH:22]=[CH:21][C:5]2[N:6]([CH2:35][C:34]3[CH:37]=[CH:38][C:31]([O:30][CH3:29])=[CH:32][CH:33]=3)[C:7](=[O:20])[CH:8]([CH2:12][C:13]3[CH:18]=[CH:17][CH:16]=[CH:15][C:14]=3[Cl:19])[NH:9][C:10](=[O:11])[C:4]=2[CH:3]=1. The yield is 0.600. (5) The reactants are [CH:1]1([C:4]2[CH:9]=[CH:8][N:7]=[C:6]([NH:10][C:11]3[CH:16]=[C:15]([C:17]4[S:21][CH:20]=[N:19][CH:18]=4)[CH:14]=[C:13]([CH3:22])[CH:12]=3)[N:5]=2)[CH2:3][CH2:2]1.[Li+].CC([N-]C(C)C)C.[C:31]1(=[N:35][S:36]([C:38]([CH3:41])([CH3:40])[CH3:39])=[O:37])[CH2:34][CH2:33][CH2:32]1. The catalyst is O1CCCC1. The product is [CH:1]1([C:4]2[CH:9]=[CH:8][N:7]=[C:6]([NH:10][C:11]3[CH:16]=[C:15]([C:17]4[S:21][C:20]([C:31]5([NH:35][S:36]([C:38]([CH3:41])([CH3:40])[CH3:39])=[O:37])[CH2:32][CH2:33][CH2:34]5)=[N:19][CH:18]=4)[CH:14]=[C:13]([CH3:22])[CH:12]=3)[N:5]=2)[CH2:3][CH2:2]1. The yield is 0.470. (6) The reactants are [CH3:1][C:2]1[C:9]([CH2:10][C:11]2[CH:16]=[CH:15][C:14]([O:17][CH2:18][O:19][CH3:20])=[C:13]([CH:21]([CH3:23])[CH3:22])[CH:12]=2)=[C:8]([CH3:24])[CH:7]=[C:6]([OH:25])[C:3]=1[CH2:4]O. The catalyst is C(OCC)(=O)C.C(O)(=O)C.[Pd]. The product is [CH3:20][O:19][CH2:18][O:17][C:14]1[CH:15]=[CH:16][C:11]([CH2:10][C:9]2[C:8]([CH3:24])=[CH:7][C:6]([OH:25])=[C:3]([CH3:4])[C:2]=2[CH3:1])=[CH:12][C:13]=1[CH:21]([CH3:23])[CH3:22]. The yield is 1.00. (7) The reactants are C([O:3][C:4](=O)[CH2:5][CH2:6][CH2:7][CH2:8][CH2:9]I)C.C(OC(=O)CCCCCCI)C.[NH:24]1[C:32]2[C:27](=[CH:28][CH:29]=[CH:30][CH:31]=2)[CH:26]=[C:25]1[C:33](Cl)=[O:34].C(Cl)(=O)C1C=CC=CC=1.[NH2:45][OH:46].Cl. The catalyst is C(N(CC)CC)C. The product is [OH:46][NH:45][C:4](=[O:3])[CH2:5][CH2:6][CH2:7][CH2:8][CH2:9][C:33]([C:25]1[NH:24][C:32]2[C:27]([CH:26]=1)=[CH:28][CH:29]=[CH:30][CH:31]=2)=[O:34]. The yield is 0.350.